From a dataset of Experimental lipophilicity measurements (octanol/water distribution) for 4,200 compounds from AstraZeneca. Regression/Classification. Given a drug SMILES string, predict its absorption, distribution, metabolism, or excretion properties. Task type varies by dataset: regression for continuous measurements (e.g., permeability, clearance, half-life) or binary classification for categorical outcomes (e.g., BBB penetration, CYP inhibition). For this dataset (lipophilicity_astrazeneca), we predict Y. (1) The molecule is CC(C)(C)c1ccc(C(O)CCCN2CCC(C(O)(c3ccccc3)c3ccccc3)CC2)cc1. The Y is 3.99 logD. (2) The molecule is CC(C)C[C@H](CO)Nc1nc(SCc2ccccc2)nc2[nH]c(=O)sc12. The Y is 4.20 logD. (3) The drug is C[C@@H](Oc1cccc2ncnc(Nc3ccc4c(cnn4Cc4cscn4)c3)c12)C(=O)N1CCOCC1. The Y is 2.81 logD.